From a dataset of Full USPTO retrosynthesis dataset with 1.9M reactions from patents (1976-2016). Predict the reactants needed to synthesize the given product. (1) Given the product [Br:8][C:9]1[CH:14]=[CH:13][CH:12]=[C:11]([C:6]2[N:2]([CH3:1])[C:3]([CH3:7])=[N:4][CH:5]=2)[CH:10]=1, predict the reactants needed to synthesize it. The reactants are: [CH3:1][N:2]1[CH:6]=[CH:5][N:4]=[C:3]1[CH3:7].[Br:8][C:9]1[CH:14]=[CH:13][CH:12]=[C:11](Br)[CH:10]=1.C(=O)([O-])[O-].[K+].[K+]. (2) Given the product [Cl:1][C:2]1[C:3]([CH3:9])=[CH:4][C:5]([N:8]=[C:10]=[S:11])=[N:6][CH:7]=1, predict the reactants needed to synthesize it. The reactants are: [Cl:1][C:2]1[C:3]([CH3:9])=[CH:4][C:5]([NH2:8])=[N:6][CH:7]=1.[C:10](N1C=CC=CC1=O)(N1C=CC=CC1=O)=[S:11]. (3) Given the product [Cl:2][C:3]1[CH:4]=[CH:5][C:6]([O:20][CH2:21][C:22]2[CH:27]=[CH:26][CH:25]=[CH:24][CH:23]=2)=[C:7]([CH2:9][N:10]2[C:14]([CH3:15])=[CH:13][C:12]([S:16]([NH2:1])(=[O:18])=[O:17])=[N:11]2)[CH:8]=1, predict the reactants needed to synthesize it. The reactants are: [NH3:1].[Cl:2][C:3]1[CH:4]=[CH:5][C:6]([O:20][CH2:21][C:22]2[CH:27]=[CH:26][CH:25]=[CH:24][CH:23]=2)=[C:7]([CH2:9][N:10]2[C:14]([CH3:15])=[CH:13][C:12]([S:16](Cl)(=[O:18])=[O:17])=[N:11]2)[CH:8]=1. (4) Given the product [CH2:1]([NH:4][C:5]1[N:10]=[C:9]([NH:11][CH2:12][CH2:13][CH3:14])[N:8]=[C:7]([N:15]([CH3:18])[O:26][CH:20]([CH3:22])[CH3:21])[N:6]=1)[CH2:2][CH3:3], predict the reactants needed to synthesize it. The reactants are: [CH2:1]([NH:4][C:5]1[N:10]=[C:9]([NH:11][CH2:12][CH2:13][CH3:14])[N:8]=[C:7]([N:15]([CH3:18])OC)[N:6]=1)[CH2:2][CH3:3].Cl.[CH:20](ONC)([CH3:22])[CH3:21].[OH-:26].[Na+]. (5) Given the product [CH:27]1([C:30]2[NH:34][N:33]=[C:32]([NH:35][C:2]3[C:3]4[NH:17][N:16]=[CH:15][C:4]=4[N:5]=[C:6]([CH:8]4[CH2:9][CH2:10][N:11]([CH3:14])[CH2:12][CH2:13]4)[N:7]=3)[CH:31]=2)[CH2:29][CH2:28]1, predict the reactants needed to synthesize it. The reactants are: Cl[C:2]1[C:3]2[C:4](=[CH:15][N:16](CC3C=CC(OC)=CC=3)[N:17]=2)[N:5]=[C:6]([CH:8]2[CH2:13][CH2:12][N:11]([CH3:14])[CH2:10][CH2:9]2)[N:7]=1.[CH:27]1([C:30]2[NH:34][N:33]=[C:32]([NH2:35])[CH:31]=2)[CH2:29][CH2:28]1.Cl. (6) Given the product [CH3:9][C:4]1[CH:5]=[C:6]([CH3:8])[CH:7]=[C:2]([CH3:1])[C:3]=1[CH:10]1[C:12](=[O:19])[CH:16]=[CH:15][CH:14]1[OH:13], predict the reactants needed to synthesize it. The reactants are: [CH3:1][C:2]1[CH:7]=[C:6]([CH3:8])[CH:5]=[C:4]([CH3:9])[C:3]=1[CH:10]([C:12]1[O:13][CH:14]=[CH:15][CH:16]=1)O.CC(C)=[O:19].